This data is from Forward reaction prediction with 1.9M reactions from USPTO patents (1976-2016). The task is: Predict the product of the given reaction. The product is: [Cl:3][C:4]1[CH:5]=[C:6]([C:12]2[N:13]=[C:14]([CH2:33][CH3:34])[C:15]3[CH2:20][CH2:19][N:18]([C:21]4[CH:26]=[CH:25][C:24]([CH2:27][C:28]([OH:30])=[O:29])=[CH:23][CH:22]=4)[C:16]=3[N:17]=2)[CH:7]=[CH:8][C:9]=1[O:10][CH3:11]. Given the reactants [OH-].[Na+].[Cl:3][C:4]1[CH:5]=[C:6]([C:12]2[N:13]=[C:14]([CH2:33][CH3:34])[C:15]3[CH2:20][CH2:19][N:18]([C:21]4[CH:26]=[CH:25][C:24]([CH2:27][C:28]([O:30]CC)=[O:29])=[CH:23][CH:22]=4)[C:16]=3[N:17]=2)[CH:7]=[CH:8][C:9]=1[O:10][CH3:11].Cl, predict the reaction product.